From a dataset of Reaction yield outcomes from USPTO patents with 853,638 reactions. Predict the reaction yield, written as a fraction of the theoretical maximum amount of product (1.0 means a 100% yield; for example, 0.34 means a 34% yield). (1) The reactants are IC1C=CC([C:8]2[CH:13]=[CH:12][CH:11]=[CH:10][C:9]=2[N:14](C(=O)C)[C:15]2[CH:20]=[CH:19][CH:18]=[CH:17][CH:16]=2)=CC=1.[C:24]1([NH:30][C:31]2[CH:36]=[CH:35][CH:34]=[CH:33][CH:32]=2)[CH:29]=[CH:28][CH:27]=[CH:26][CH:25]=1.C(=O)([O-])[O-].[K+].[K+].[CH3:49][CH2:50][CH2:51][CH2:52][CH2:53][CH2:54][CH2:49][CH2:50][CH2:51][CH2:52][CH2:53][CH3:54].[OH-].[K+]. The catalyst is C(O)CC(C)C.[Cu].O. The product is [C:31]1([N:30]([C:49]2[CH:50]=[CH:51][CH:52]=[CH:53][CH:54]=2)[C:24]2[CH:25]=[CH:26][C:27]([C:18]3[CH:19]=[CH:20][C:15]([NH:14][C:9]4[CH:10]=[CH:11][CH:12]=[CH:13][CH:8]=4)=[CH:16][CH:17]=3)=[CH:28][CH:29]=2)[CH:32]=[CH:33][CH:34]=[CH:35][CH:36]=1. The yield is 0.722. (2) The reactants are [CH3:1][C:2]1[N:7]=[CH:6][N:5]=[C:4]([NH2:8])[CH:3]=1.C[Al](C)C.[F:13][C:14]1[CH:19]=[CH:18][C:17]([N:20]2[C:24]([CH3:25])=[C:23]([C:26](OC)=[O:27])[N:22]=[N:21]2)=[CH:16][CH:15]=1. The catalyst is O1CCOCC1. The product is [F:13][C:14]1[CH:15]=[CH:16][C:17]([N:20]2[C:24]([CH3:25])=[C:23]([C:26]([NH:8][C:4]3[CH:3]=[C:2]([CH3:1])[N:7]=[CH:6][N:5]=3)=[O:27])[N:22]=[N:21]2)=[CH:18][CH:19]=1. The yield is 0.610. (3) The reactants are [NH2:1][C:2]1[C:11]2[C:6](=[C:7]([NH2:12])[CH:8]=[CH:9][CH:10]=2)[CH:5]=[CH:4][CH:3]=1.Br[C:14]1[CH:19]=[CH:18][CH:17]=[CH:16][CH:15]=1.C(P([C:29]([CH3:32])([CH3:31])C)C(C)(C)C)(C)(C)C.C[C:34]([CH3:37])([O-])[CH3:35].[Na+]. The catalyst is C([O-])(=O)C.C([O-])(=O)C.[Pd+2].C1(C)C(C)=CC=CC=1. The product is [C:14]1([N:1]([C:31]2[CH:29]=[CH:32][CH:6]=[CH:5][CH:4]=2)[C:2]2[C:11]3[C:6](=[C:7]([NH:12][C:35]4[CH:34]=[CH:37][CH:11]=[CH:2][CH:3]=4)[CH:8]=[CH:9][CH:10]=3)[CH:5]=[CH:4][CH:3]=2)[CH:19]=[CH:18][CH:17]=[CH:16][CH:15]=1. The yield is 0.150. (4) The reactants are [Br:1][C:2]1[C:6]2[N:7]=[C:8]([Cl:12])[N:9]=[C:10](Cl)[C:5]=2[S:4][CH:3]=1.C(O)(C)C.[NH3:17]. The yield is 0.750. No catalyst specified. The product is [Br:1][C:2]1[C:6]2[N:7]=[C:8]([Cl:12])[N:9]=[C:10]([NH2:17])[C:5]=2[S:4][CH:3]=1. (5) The reactants are [NH2:1][C@H:2]([CH:6]([CH3:8])[CH3:7])[C:3]([OH:5])=[O:4].[C:9](=O)([O:18][CH2:19][CH2:20][Si:21]([CH3:24])([CH3:23])[CH3:22])[O:10]N1C(=O)CCC1=O.C(N(CC)CC)C.S([O-])(O)(=O)=O.[Na+]. The catalyst is O1CCOCC1.O. The product is [CH3:7][CH:6]([CH3:8])[C@@H:2]([NH:1][C:9]([O:18][CH2:19][CH2:20][Si:21]([CH3:24])([CH3:23])[CH3:22])=[O:10])[C:3]([OH:5])=[O:4]. The yield is 0.930. (6) The reactants are Br[C:2]1[C:6]([CH3:7])=[C:5]([C:8]2[CH:13]=[CH:12][C:11]([Cl:14])=[CH:10][CH:9]=2)[N:4]([CH2:15][CH3:16])[C:3]=1[C:17](=[O:20])[CH2:18][CH3:19].C(O)C.[NH2:24][S:25]([C:28]1[CH:33]=[CH:32][C:31](B(O)O)=[CH:30][CH:29]=1)(=[O:27])=[O:26].C(=O)([O-])[O-].[K+].[K+]. The catalyst is C1(C)C=CC=CC=1.C1C=CC([P]([Pd]([P](C2C=CC=CC=2)(C2C=CC=CC=2)C2C=CC=CC=2)([P](C2C=CC=CC=2)(C2C=CC=CC=2)C2C=CC=CC=2)[P](C2C=CC=CC=2)(C2C=CC=CC=2)C2C=CC=CC=2)(C2C=CC=CC=2)C2C=CC=CC=2)=CC=1. The product is [Cl:14][C:11]1[CH:12]=[CH:13][C:8]([C:5]2[N:4]([CH2:15][CH3:16])[C:3]([C:17](=[O:20])[CH2:18][CH3:19])=[C:2]([C:31]3[CH:32]=[CH:33][C:28]([S:25]([NH2:24])(=[O:27])=[O:26])=[CH:29][CH:30]=3)[C:6]=2[CH3:7])=[CH:9][CH:10]=1. The yield is 0.329. (7) The reactants are [C:1](OC(N1CCCC1CNC1C(N)=NC=C(Br)N=1)=O)(C)(C)[CH3:2].Br[C:24]1[N:29]=[C:28]2[N:30]([CH2:34][CH:35]3[CH2:39][CH2:38][CH2:37][N:36]3C(OC(C)(C)C)=O)[C:31](=[O:33])[NH:32][C:27]2=[N:26][CH:25]=1.C(N1C=CN=C1)(N1C=CN=C1)=O.[O:59]1[CH2:63][CH2:62][CH2:61][CH2:60]1. No catalyst specified. The product is [OH:59][C:63]1[CH:62]=[CH:61][C:60]([C:24]2[N:29]=[C:28]3[N:30]([CH2:34][CH:35]4[CH2:39][CH2:38][CH2:37][NH:36]4)[C:31](=[O:33])[NH:32][C:27]3=[N:26][CH:25]=2)=[CH:2][CH:1]=1. The yield is 0.800.